From a dataset of Catalyst prediction with 721,799 reactions and 888 catalyst types from USPTO. Predict which catalyst facilitates the given reaction. Reactant: [CH2:1]([O:8][C:9]1[CH:14]=[CH:13][C:12]([N:15]2[C:19]3=[N:20][CH:21]=[C:22](Cl)[CH:23]=[C:18]3[N:17]([CH2:25][CH3:26])[C:16]2=[O:27])=[CH:11][CH:10]=1)[C:2]1[CH:7]=[CH:6][CH:5]=[CH:4][CH:3]=1.C(P(C(C)(C)C)C1C(C)=C(C)C(C)=C(C)C=1C1C(C(C)C)=CC(C(C)C)=CC=1C(C)C)(C)(C)C.[OH-:62].[K+].Cl. Product: [CH2:1]([O:8][C:9]1[CH:14]=[CH:13][C:12]([N:15]2[C:19]3=[N:20][CH:21]=[C:22]([OH:62])[CH:23]=[C:18]3[N:17]([CH2:25][CH3:26])[C:16]2=[O:27])=[CH:11][CH:10]=1)[C:2]1[CH:7]=[CH:6][CH:5]=[CH:4][CH:3]=1. The catalyst class is: 333.